Dataset: Forward reaction prediction with 1.9M reactions from USPTO patents (1976-2016). Task: Predict the product of the given reaction. (1) Given the reactants [OH:1][C:2]1[CH:3]=[C:4]([NH:9][C:10](=[O:16])[O:11][C:12]([CH3:15])([CH3:14])[CH3:13])[CH:5]=[CH:6][C:7]=1[CH3:8].Br[C:18]1[CH:19]=[CH:20][C:21]([N+:24]([O-:26])=[O:25])=[N:22][CH:23]=1.C(=O)([O-])[O-].[Cs+].[Cs+].CN(C)C=O, predict the reaction product. The product is: [CH3:8][C:7]1[CH:6]=[CH:5][C:4]([NH:9][C:10](=[O:16])[O:11][C:12]([CH3:13])([CH3:15])[CH3:14])=[CH:3][C:2]=1[O:1][C:18]1[CH:23]=[N:22][C:21]([N+:24]([O-:26])=[O:25])=[CH:20][CH:19]=1. (2) Given the reactants Cl.[NH2:2][C@H:3]([C:14]([O:16][CH3:17])=[O:15])[CH2:4][C:5]1[C:13]2[C:8](=[CH:9][CH:10]=[CH:11][CH:12]=2)[NH:7][CH:6]=1.C(N(CC)CC)C.[F:25][C:26]([F:43])([F:42])[C:27]1[CH:28]=[C:29]([CH:35]=[C:36]([C:38]([F:41])([F:40])[F:39])[CH:37]=1)[CH:30]=[CH:31][C:32](O)=[O:33].CCN=C=NCCCN(C)C.Cl, predict the reaction product. The product is: [F:25][C:26]([F:42])([F:43])[C:27]1[CH:28]=[C:29]([CH:30]=[CH:31][C:32]([NH:2][C@H:3]([C:14]([O:16][CH3:17])=[O:15])[CH2:4][C:5]2[C:13]3[C:8](=[CH:9][CH:10]=[CH:11][CH:12]=3)[NH:7][CH:6]=2)=[O:33])[CH:35]=[C:36]([C:38]([F:39])([F:40])[F:41])[CH:37]=1. (3) Given the reactants [CH2:1]([N:8]1[C:16]2([CH2:21][CH2:20][NH:19][CH2:18][CH2:17]2)[C:15]2[C:10](=[CH:11][CH:12]=[CH:13][CH:14]=2)[C:9]1=[O:22])[C:2]1[CH:7]=[CH:6][CH:5]=[CH:4][CH:3]=1.Cl[CH2:24][C:25]([N:27]1[CH2:32][CH2:31][N:30]([CH:33]2[CH2:36][CH2:35][CH2:34]2)[CH2:29][CH2:28]1)=[O:26].C([O-])([O-])=O.[K+].[K+].O, predict the reaction product. The product is: [CH2:1]([N:8]1[C:16]2([CH2:21][CH2:20][N:19]([CH2:24][C:25]([N:27]3[CH2:32][CH2:31][N:30]([CH:33]4[CH2:36][CH2:35][CH2:34]4)[CH2:29][CH2:28]3)=[O:26])[CH2:18][CH2:17]2)[C:15]2[C:10](=[CH:11][CH:12]=[CH:13][CH:14]=2)[C:9]1=[O:22])[C:2]1[CH:7]=[CH:6][CH:5]=[CH:4][CH:3]=1.